Task: Predict the reaction yield, written as a fraction of the theoretical maximum amount of product (1.0 means a 100% yield; for example, 0.34 means a 34% yield).. Dataset: Reaction yield outcomes from USPTO patents with 853,638 reactions The reactants are [K+].[Br-].[CH2:3]([O:10][C:11]([NH:13][C:14]1[C:15](=[O:29])[N:16]([CH2:24][C:25]([O:27][CH3:28])=[O:26])[C:17]([CH2:20][CH2:21][CH2:22][CH3:23])=[CH:18][CH:19]=1)=[O:12])[C:4]1[CH:9]=[CH:8][CH:7]=[CH:6][CH:5]=1. No catalyst specified. The product is [CH2:3]([O:10][C:11]([NH:13][C:14]1[C:15](=[O:29])[N:16]([CH2:24][C:25]([O:27][CH3:28])=[O:26])[C:17]([CH2:20][CH2:21][C:22]2[CH:6]=[CH:5][CH:4]=[CH:3][CH:23]=2)=[CH:18][CH:19]=1)=[O:12])[C:4]1[CH:9]=[CH:8][CH:7]=[CH:6][CH:5]=1. The yield is 0.970.